From a dataset of Full USPTO retrosynthesis dataset with 1.9M reactions from patents (1976-2016). Predict the reactants needed to synthesize the given product. (1) Given the product [CH3:23][O:22][C:18]1[C:17]([CH3:24])=[C:16]([CH:21]=[CH:20][CH:19]=1)[NH2:15], predict the reactants needed to synthesize it. The reactants are: C(O)(C(F)(F)F)=O.C(OC([NH:15][C:16]1[CH:21]=[CH:20][CH:19]=[C:18]([O:22][CH3:23])[C:17]=1[CH3:24])=O)(C)(C)C. (2) Given the product [CH2:1]([N:3]1[CH:8]2[CH2:9][CH2:10][CH:4]1[CH2:5][CH:6]([C:11]1[N:16]3[N:17]=[C:18]([C:21]4[CH:26]=[CH:25][N:24]=[CH:23][CH:22]=4)[C:19]([C:31]4[CH:32]=[CH:33][C:28]([F:27])=[C:29]([O:37][CH3:38])[CH:30]=4)=[C:15]3[N:14]=[CH:13][CH:12]=1)[CH2:7]2)[CH3:2], predict the reactants needed to synthesize it. The reactants are: [CH2:1]([N:3]1[CH:8]2[CH2:9][CH2:10][CH:4]1[CH2:5][CH:6]([C:11]1[N:16]3[N:17]=[C:18]([C:21]4[CH:26]=[CH:25][N:24]=[CH:23][CH:22]=4)[C:19](I)=[C:15]3[N:14]=[CH:13][CH:12]=1)[CH2:7]2)[CH3:2].[F:27][C:28]1[CH:33]=[CH:32][C:31](B(O)O)=[CH:30][C:29]=1[O:37][CH3:38].